This data is from Reaction yield outcomes from USPTO patents with 853,638 reactions. The task is: Predict the reaction yield, written as a fraction of the theoretical maximum amount of product (1.0 means a 100% yield; for example, 0.34 means a 34% yield). (1) The reactants are [Cl:1][C:2]1[N:7]=[C:6]([CH2:8][NH:9][CH:10]2[CH2:12][CH2:11]2)[CH:5]=[CH:4][N:3]=1.[C:13](Cl)(=[O:15])[CH3:14].O. The catalyst is C(Cl)Cl. The product is [Cl:1][C:2]1[N:7]=[C:6]([CH2:8][N:9]([CH:10]2[CH2:11][CH2:12]2)[C:13](=[O:15])[CH3:14])[CH:5]=[CH:4][N:3]=1. The yield is 0.800. (2) The reactants are [NH2:1][C:2]1[CH:10]=[CH:9][CH:8]=[C:7]2[C:3]=1[CH2:4][O:5][C:6]2=[O:11].[F:12][C:13]1[CH:18]=[CH:17][C:16]([C:19](=O)[CH3:20])=[CH:15][CH:14]=1.S([O-])([O-])(=O)=O.[Mg+2].C(O)(=O)C. The catalyst is C1(C)C=CC=CC=1. The product is [F:12][C:13]1[CH:18]=[CH:17][C:16](/[C:19](=[N:1]/[C:2]2[CH:10]=[CH:9][CH:8]=[C:7]3[C:3]=2[CH2:4][O:5][C:6]3=[O:11])/[CH3:20])=[CH:15][CH:14]=1. The yield is 0.880. (3) The reactants are Cl.Cl.[CH3:3][C:4]1[CH:12]=[CH:11][C:7]([CH2:8][NH:9][NH2:10])=[CH:6][CH:5]=1.[CH3:13][C:14]([CH2:16][C:17]([C:19]([O:21][CH3:22])=[O:20])=O)=O. The catalyst is C(O)(=O)C. The yield is 0.450. The product is [CH3:13][C:14]1[N:9]([CH2:8][C:7]2[CH:11]=[CH:12][C:4]([CH3:3])=[CH:5][CH:6]=2)[N:10]=[C:17]([C:19]([O:21][CH3:22])=[O:20])[CH:16]=1. (4) The reactants are [O:1]=[C:2]1[CH2:7][CH2:6][N:5]([C:8]2[CH:13]=[CH:12][C:11]([N:14]3[CH2:18][C@H:17]([CH2:19][NH:20][C:21](=[O:23])[CH3:22])[O:16][C:15]3=[O:24])=[CH:10][C:9]=2[F:25])[CH2:4][CH2:3]1.[Br-].O1CCC[CH2:28]1. No catalyst specified. The product is [CH3:28][C:2]1([OH:1])[CH2:3][CH2:4][N:5]([C:8]2[CH:13]=[CH:12][C:11]([N:14]3[CH2:18][C@H:17]([CH2:19][NH:20][C:21](=[O:23])[CH3:22])[O:16][C:15]3=[O:24])=[CH:10][C:9]=2[F:25])[CH2:6][CH2:7]1. The yield is 0.710. (5) The reactants are [CH3:1][O:2][C:3]([C:5]1[S:6][CH:7]=[CH:8][C:9]=1[NH:10][S:11]([C:14]1[CH:19]=[CH:18][C:17]([O:20][CH3:21])=[CH:16][CH:15]=1)(=[O:13])=[O:12])=[O:4].[H-].[Na+].[CH2:24](Br)[C:25]1[CH:30]=[CH:29][CH:28]=[CH:27][CH:26]=1.O. The catalyst is CN(C=O)C. The product is [CH3:1][O:2][C:3]([C:5]1[S:6][CH:7]=[CH:8][C:9]=1[N:10]([CH2:24][C:25]1[CH:30]=[CH:29][CH:28]=[CH:27][CH:26]=1)[S:11]([C:14]1[CH:19]=[CH:18][C:17]([O:20][CH3:21])=[CH:16][CH:15]=1)(=[O:13])=[O:12])=[O:4]. The yield is 0.650.